From a dataset of CYP3A4 inhibition data for predicting drug metabolism from PubChem BioAssay. Regression/Classification. Given a drug SMILES string, predict its absorption, distribution, metabolism, or excretion properties. Task type varies by dataset: regression for continuous measurements (e.g., permeability, clearance, half-life) or binary classification for categorical outcomes (e.g., BBB penetration, CYP inhibition). Dataset: cyp3a4_veith. (1) The molecule is Cc1ccc(C)c(NC(=O)Cn2nnc(C(=O)Nc3c(C)cccc3C)c2N)c1. The result is 1 (inhibitor). (2) The drug is C=CCn1c(C(C)NC(=O)c2ccccc2)n[nH]c1=S. The result is 0 (non-inhibitor). (3) The drug is CN(C)c1ncc2nc(-c3ccc(Cl)cc3)c(=O)n(CCC#N)c2n1. The result is 0 (non-inhibitor). (4) The drug is O=C(O)C(C(=O)O)P(=S)(S)c1ccccc1.[Na]. The result is 0 (non-inhibitor). (5) The molecule is O=C(Nc1ccc(F)cc1F)c1cccnc1Oc1cccc(C(F)(F)F)c1. The result is 0 (non-inhibitor). (6) The result is 1 (inhibitor). The compound is CC(C)(C)N(NC(=O)Nc1ccc(Cl)c(Cl)c1)C(=O)c1ccccc1. (7) The result is 0 (non-inhibitor). The compound is COc1ccccc1CN1CCC2(CC1)CCN(C(=O)c1cccn1C)CC2. (8) The drug is Cc1ccc(CONC(=O)/N=C/N(C)C)cc1. The result is 0 (non-inhibitor). (9) The molecule is COc1ccccc1CN1CCC2(CC1)CCN(S(=O)(=O)c1ccccc1)CC2. The result is 0 (non-inhibitor).